Dataset: TCR-epitope binding with 47,182 pairs between 192 epitopes and 23,139 TCRs. Task: Binary Classification. Given a T-cell receptor sequence (or CDR3 region) and an epitope sequence, predict whether binding occurs between them. (1) The epitope is EEHVQIHTI. The TCR CDR3 sequence is CASSQDSSLNTGELFF. Result: 1 (the TCR binds to the epitope). (2) The epitope is NQKLIANQF. The TCR CDR3 sequence is CASSWGQGSEAFF. Result: 1 (the TCR binds to the epitope). (3) The epitope is FPPTSFGPL. The TCR CDR3 sequence is CASSLSGGYQPQHF. Result: 0 (the TCR does not bind to the epitope). (4) The epitope is YLQPRTFLL. The TCR CDR3 sequence is CASSQDIEAFF. Result: 1 (the TCR binds to the epitope). (5) The epitope is ALSKGVHFV. The TCR CDR3 sequence is CASSPLAGGNTGELFF. Result: 1 (the TCR binds to the epitope). (6) The epitope is SFHSLHLLF. The TCR CDR3 sequence is CSARETGAAGETQYF. Result: 1 (the TCR binds to the epitope). (7) The epitope is VTEHDTLLY. The TCR CDR3 sequence is CASSQGTATNSPLHF. Result: 1 (the TCR binds to the epitope).